This data is from CYP3A4 inhibition data for predicting drug metabolism from PubChem BioAssay. The task is: Regression/Classification. Given a drug SMILES string, predict its absorption, distribution, metabolism, or excretion properties. Task type varies by dataset: regression for continuous measurements (e.g., permeability, clearance, half-life) or binary classification for categorical outcomes (e.g., BBB penetration, CYP inhibition). Dataset: cyp3a4_veith. (1) The molecule is COCCn1c(=O)c(-c2ccc(Cl)cc2)nc2cnc(N(C)C)nc21. The result is 0 (non-inhibitor). (2) The molecule is O=C(O)CSc1sc(=S)sc1SCC(=O)O. The result is 1 (inhibitor). (3) The compound is O=C(c1cc(C(F)(F)F)cc(C(F)(F)F)c1)N1CCC2(CC1)CN(c1ncccn1)C2. The result is 0 (non-inhibitor). (4) The compound is Cc1nn(Cc2c(Cl)cccc2Cl)c(C)c1NC(=O)c1cn(-c2ccccc2)nc1-c1ccccc1. The result is 0 (non-inhibitor). (5) The drug is O=C1N=C(N2CCOCC2)S/C1=C/c1cccs1. The result is 0 (non-inhibitor). (6) The drug is O=c1[nH]c(=S)c2[nH]c(=O)n(-c3ccccc3)c2[nH]1. The result is 0 (non-inhibitor).